Dataset: Full USPTO retrosynthesis dataset with 1.9M reactions from patents (1976-2016). Task: Predict the reactants needed to synthesize the given product. (1) Given the product [C:1]([C:5]1[N:10]=[CH:9][C:8]([C:11]2[N:12]([C:32]([N:34]3[CH2:39][CH2:38][CH:37]([CH2:40][C:41]([NH:47][C@@H:48]([CH3:49])[CH2:50][CH2:51][CH2:52][CH3:53])=[O:43])[CH2:36][CH2:35]3)=[O:33])[C@@:13]([C:25]3[CH:30]=[CH:29][C:28]([Cl:31])=[CH:27][CH:26]=3)([CH3:24])[C@@:14]([C:17]3[CH:22]=[CH:21][C:20]([Cl:23])=[CH:19][CH:18]=3)([CH3:16])[N:15]=2)=[C:7]([O:44][CH2:45][CH3:46])[CH:6]=1)([CH3:2])([CH3:3])[CH3:4], predict the reactants needed to synthesize it. The reactants are: [C:1]([C:5]1[N:10]=[CH:9][C:8]([C:11]2[N:12]([C:32]([N:34]3[CH2:39][CH2:38][CH:37]([CH2:40][C:41]([OH:43])=O)[CH2:36][CH2:35]3)=[O:33])[C@@:13]([C:25]3[CH:30]=[CH:29][C:28]([Cl:31])=[CH:27][CH:26]=3)([CH3:24])[C@@:14]([C:17]3[CH:22]=[CH:21][C:20]([Cl:23])=[CH:19][CH:18]=3)([CH3:16])[N:15]=2)=[C:7]([O:44][CH2:45][CH3:46])[CH:6]=1)([CH3:4])([CH3:3])[CH3:2].[NH2:47][C@@H:48]([CH2:50][CH2:51][CH2:52][CH3:53])[CH3:49]. (2) The reactants are: [Cl:1][C:2]1[C:3]([F:11])=[C:4]([C:8](=O)[CH3:9])[CH:5]=[CH:6][CH:7]=1.[O:12]1[CH2:17][CH2:16][N:15]([S:18]([C:21]2[CH:22]=[C:23]([CH:28]=[CH:29][CH:30]=2)[C:24]([NH:26][NH2:27])=[O:25])(=[O:20])=[O:19])[CH2:14][CH2:13]1. Given the product [Cl:1][C:2]1[C:3]([F:11])=[C:4](/[C:8](=[N:27]/[NH:26][C:24](=[O:25])[C:23]2[CH:28]=[CH:29][CH:30]=[C:21]([S:18]([N:15]3[CH2:16][CH2:17][O:12][CH2:13][CH2:14]3)(=[O:19])=[O:20])[CH:22]=2)/[CH3:9])[CH:5]=[CH:6][CH:7]=1, predict the reactants needed to synthesize it. (3) Given the product [Cl:14][C:15]1[CH:16]=[C:17]([NH:18][C:11]([NH:12][C:7]([CH:1]2[CH2:6][CH2:5][CH2:4][CH2:3][CH2:2]2)=[O:8])=[S:10])[CH:19]=[CH:20][CH:21]=1, predict the reactants needed to synthesize it. The reactants are: [CH:1]1([C:7](Cl)=[O:8])[CH2:6][CH2:5][CH2:4][CH2:3][CH2:2]1.[S-:10][C:11]#[N:12].[K+].[Cl:14][C:15]1[CH:16]=[C:17]([CH:19]=[CH:20][CH:21]=1)[NH2:18].O. (4) Given the product [Br:27][C:16]1[CH:17]=[C:11]([C:2]([F:1])([C:3]([F:6])([F:5])[F:4])[C:7]([F:10])([F:9])[F:8])[CH:12]=[C:13]([C:18]([F:19])([F:20])[F:21])[C:14]=1[NH2:15], predict the reactants needed to synthesize it. The reactants are: [F:1][C:2]([C:11]1[CH:17]=[CH:16][C:14]([NH2:15])=[C:13]([C:18]([F:21])([F:20])[F:19])[CH:12]=1)([C:7]([F:10])([F:9])[F:8])[C:3]([F:6])([F:5])[F:4].CN(C=O)C.[Br:27]N1C(=O)CCC1=O.